From a dataset of Full USPTO retrosynthesis dataset with 1.9M reactions from patents (1976-2016). Predict the reactants needed to synthesize the given product. Given the product [CH3:1][C:2]1[CH:7]=[CH:6][C:5]([N:8]2[C:9]([C:10]([F:13])([F:12])[F:11])=[N:17][N:16]=[N:15]2)=[CH:4][CH:3]=1, predict the reactants needed to synthesize it. The reactants are: [CH3:1][C:2]1[CH:7]=[CH:6][C:5]([N:8]=[C:9](Cl)[C:10]([F:13])([F:12])[F:11])=[CH:4][CH:3]=1.[N-:15]=[N+:16]=[N-:17].[Na+].Cl.C(N(CC)CC)C.